This data is from Forward reaction prediction with 1.9M reactions from USPTO patents (1976-2016). The task is: Predict the product of the given reaction. (1) The product is: [C:28]([O:32][C:33](=[O:59])[N:34]([C:43]1[S:44][C@@H:45]2[C@H:47]([C@:48]([C:51]3[C:52]([F:58])=[N:53][CH:54]=[C:55]([NH2:19])[CH:56]=3)([CH3:50])[N:49]=1)[CH2:46]2)[CH2:35][O:36][CH2:37][CH2:38][Si:39]([CH3:42])([CH3:41])[CH3:40])([CH3:31])([CH3:30])[CH3:29]. Given the reactants O=C1O[C@H]([C@H](CO)O)C([O-])=C1O.[Na+].[N-]=[N+]=[N-].[Na+].C[NH:19][C@@H]1CCCC[C@H]1NC.[C:28]([O:32][C:33](=[O:59])[N:34]([C:43]1[S:44][CH:45]2[CH:47]([C@:48]([C:51]3[C:52]([F:58])=[N:53][CH:54]=[C:55](Br)[CH:56]=3)([CH3:50])[N:49]=1)[CH2:46]2)[CH2:35][O:36][CH2:37][CH2:38][Si:39]([CH3:42])([CH3:41])[CH3:40])([CH3:31])([CH3:30])[CH3:29].CP(C)C, predict the reaction product. (2) Given the reactants [N+:1]([C:4]1[CH:9]=[CH:8][C:7]([C:10]2[S:11][C:12]3[CH:17]=[C:16]([C:18](OCC)=[O:19])[NH:15][C:13]=3[N:14]=2)=[CH:6][CH:5]=1)([O-:3])=[O:2].[N:23]([CH2:26][CH2:27][CH2:28][C:29]([O:31][CH2:32][CH3:33])=[O:30])=[C:24]=[S:25].C(N(CC)CC)C.CCCCCC, predict the reaction product. The product is: [CH2:32]([O:31][C:29](=[O:30])[CH2:28][CH2:27][CH2:26][N:23]1[C:24](=[S:25])[N:15]2[C:13]3[N:14]=[C:10]([C:7]4[CH:6]=[CH:5][C:4]([N+:1]([O-:3])=[O:2])=[CH:9][CH:8]=4)[S:11][C:12]=3[CH:17]=[C:16]2[C:18]1=[O:19])[CH3:33]. (3) Given the reactants [OH:1][C:2]1[CH:7]=[CH:6][C:5]([N:8]([C:10]2[C:19]3[C:14](=[CH:15][CH:16]=[CH:17][CH:18]=3)[N:13]=[C:12]([CH3:20])[N:11]=2)[CH3:9])=[CH:4][CH:3]=1.C([O-])([O-])=O.[K+].[K+].Br[CH2:28][C:29]([O:31][CH3:32])=[O:30], predict the reaction product. The product is: [CH3:32][O:31][C:29](=[O:30])[CH2:28][O:1][C:2]1[CH:7]=[CH:6][C:5]([N:8]([CH3:9])[C:10]2[C:19]3[C:14](=[CH:15][CH:16]=[CH:17][CH:18]=3)[N:13]=[C:12]([CH3:20])[N:11]=2)=[CH:4][CH:3]=1. (4) Given the reactants [CH3:1][C:2]1[N:3]=[C:4]([N:12]2[CH2:16][CH2:15][N:14]([C:17]3[CH:22]=[CH:21][CH:20]=[CH:19]C=3)[C:13]2=[O:23])[S:5][C:6]=1[C:7]([O:9]CC)=[O:8].C1(CCN2CCN(C3SC(C(OCC)=O)=C(C)N=3)C2=O)CC1, predict the reaction product. The product is: [CH:21]1([CH2:22][CH2:17][N:14]2[CH2:15][CH2:16][N:12]([C:4]3[S:5][C:6]([C:7]([OH:9])=[O:8])=[C:2]([CH3:1])[N:3]=3)[C:13]2=[O:23])[CH2:20][CH2:19]1.